Predict the product of the given reaction. From a dataset of Forward reaction prediction with 1.9M reactions from USPTO patents (1976-2016). (1) The product is: [F:46][C:2]1[CH:3]=[C:4]([C:10]2[CH2:14][O:13][C:12](=[O:15])[C:11]=2[C:16]2[CH:21]=[CH:20][C:19]([O:22][CH2:23][C:24]3[CH:33]=[CH:32][C:31]4[C:26](=[CH:27][CH:28]=[CH:29][CH:30]=4)[N:25]=3)=[CH:18][CH:17]=2)[CH:5]=[CH:6][C:7]=1[O:8][CH3:9]. Given the reactants Cl[C:2]1[CH:3]=[C:4]([C:10]2[CH2:14][O:13][C:12](=[O:15])[C:11]=2[C:16]2[CH:21]=[CH:20][C:19]([O:22][CH2:23][C:24]3[CH:33]=[CH:32][C:31]4[C:26](=[CH:27][CH:28]=[CH:29][CH:30]=4)[N:25]=3)=[CH:18][CH:17]=2)[CH:5]=[CH:6][C:7]=1[O:8][CH3:9].BrCC(C1C=CC(OC)=C([F:46])C=1)=O, predict the reaction product. (2) Given the reactants [C:1]([O:5][C:6]([C:8]1[N:9]=[N:10][N:11]([CH2:13][CH:14](O)[CH2:15][CH2:16][C:17]2[S:21][C:20]([C:22]([O:24][CH2:25][CH3:26])=[O:23])=[N:19][N:18]=2)[CH:12]=1)=[O:7])([CH3:4])([CH3:3])[CH3:2].N1C=CC=CC=1.CCN(S(F)(F)[F:40])CC, predict the reaction product. The product is: [C:1]([O:5][C:6]([C:8]1[N:9]=[N:10][N:11]([CH2:13][CH:14]([F:40])[CH2:15][CH2:16][C:17]2[S:21][C:20]([C:22]([O:24][CH2:25][CH3:26])=[O:23])=[N:19][N:18]=2)[CH:12]=1)=[O:7])([CH3:4])([CH3:3])[CH3:2]. (3) Given the reactants [Cl:1][C:2]1[CH:3]=[C:4]([CH:14]=[CH:15][C:16]=1[C:17]([NH:19][NH:20][C:21]([C:23]1[N:24]=[C:25]2[C:30]([Cl:31])=[CH:29][C:28]([C:32]([F:35])([F:34])[F:33])=[CH:27][N:26]2[CH:36]=1)=O)=O)[CH2:5][NH:6][C:7](=[O:13])[O:8][C:9]([CH3:12])([CH3:11])[CH3:10].C1(C)C=CC=CC=1.COC1C=CC(P2(SP(C3C=CC(OC)=CC=3)(=S)S2)=[S:53])=CC=1, predict the reaction product. The product is: [Cl:1][C:2]1[CH:3]=[C:4]([CH:14]=[CH:15][C:16]=1[C:17]1[S:53][C:21]([C:23]2[N:24]=[C:25]3[C:30]([Cl:31])=[CH:29][C:28]([C:32]([F:35])([F:34])[F:33])=[CH:27][N:26]3[CH:36]=2)=[N:20][N:19]=1)[CH2:5][NH:6][C:7](=[O:13])[O:8][C:9]([CH3:12])([CH3:11])[CH3:10]. (4) Given the reactants C(OC(=O)[NH:7][CH2:8][CH2:9][C:10]1[N:11]=[N:12][N:13]([CH2:15][CH2:16][F:17])[N:14]=1)(C)(C)C.Cl, predict the reaction product. The product is: [F:17][CH2:16][CH2:15][N:13]1[N:12]=[N:11][C:10]([CH2:9][CH2:8][NH2:7])=[N:14]1. (5) Given the reactants [CH:1]1([N:4]2[C:13]3[C:8](=[CH:9][CH:10]=[CH:11][CH:12]=3)[N:7]([C:14]([C:16]3[CH:17]=[N:18][CH:19]=[CH:20][C:21]=3[O:22][C:23]3[CH:28]=[C:27]([Cl:29])[CH:26]=[CH:25][C:24]=3[Cl:30])=[O:15])[CH2:6][CH2:5]2)[CH2:3][CH2:2]1.[Cl:31]C1C=CC=C(C(OO)=O)C=1.C[Si](C)(C)N[Si](C)(C)C.ClC(OC)=O.C(=O)(O)[O-].[Na+], predict the reaction product. The product is: [Cl:31][C:11]1[CH:12]=[C:13]2[C:8](=[CH:9][CH:10]=1)[N:7]([C:14]([C:16]1[CH:17]=[N:18][CH:19]=[CH:20][C:21]=1[O:22][C:23]1[CH:28]=[C:27]([Cl:29])[CH:26]=[CH:25][C:24]=1[Cl:30])=[O:15])[CH2:6][CH2:5][N:4]2[CH:1]1[CH2:2][CH2:3]1. (6) The product is: [CH3:12][C:4]1[CH:3]=[CH:2][N:7]=[C:6]([C:8]([NH:10][NH2:11])=[O:9])[CH:5]=1. Given the reactants F[C:2]1[N:7]=[C:6]([C:8]([NH:10][NH2:11])=[O:9])[CH:5]=[CH:4][CH:3]=1.[CH3:12]C1C=CN=C(C(O)=O)C=1.FC1N=C(C(O)=O)C=CC=1, predict the reaction product. (7) Given the reactants [NH2:1][C:2]1[CH:11]=[CH:10][C:5]2[N:6]=[C:7]([CH3:9])[O:8][C:4]=2[CH:3]=1.[OH:12][C:13]1[CH:21]=[C:20]2[C:16]([C:17](=[O:23])[C:18](=[O:22])[NH:19]2)=[C:15]([NH:24][C:25](=[O:27])[CH3:26])[CH:14]=1.[CH:28]1[C:33]([NH:34][NH2:35])=[CH:32][CH:31]=[C:30]([S:36]([NH2:39])(=[O:38])=[O:37])[CH:29]=1.Cl, predict the reaction product. The product is: [OH:12][C:13]1[CH:21]=[C:20]2[C:16]([C:17](=[O:23])[C:18](=[O:22])[NH:19]2)=[C:15]([NH:24][C:25](=[O:27])[CH3:26])[CH:14]=1.[CH3:9][C:7]1[O:8][C:4]2[C:5](=[CH:10][C:11]3[C:14](=[N:35][NH:34][C:33]4[CH:28]=[CH:29][C:30]([S:36]([NH2:39])(=[O:37])=[O:38])=[CH:31][CH:32]=4)[C:13](=[O:12])[NH:1][C:2]=3[CH:3]=2)[N:6]=1. (8) Given the reactants [O:1]1[C:5]2[CH:6]=[CH:7][C:8]([C:10]([OH:12])=O)=[CH:9][C:4]=2[O:3][CH2:2]1.[CH2:13]([C:15]1[CH:20]=[CH:19][C:18]([CH2:21][CH2:22][NH2:23])=[CH:17][CH:16]=1)[CH3:14], predict the reaction product. The product is: [CH2:13]([C:15]1[CH:20]=[CH:19][C:18]([CH2:21][CH2:22][NH:23][C:10]([C:8]2[CH:7]=[CH:6][C:5]3[O:1][CH2:2][O:3][C:4]=3[CH:9]=2)=[O:12])=[CH:17][CH:16]=1)[CH3:14]. (9) Given the reactants [F:1][C:2]1[CH:3]=[C:4]([C:8]2[C:16]3[O:15][CH:14]([CH2:17]OS(C4C=CC(C)=CC=4)(=O)=O)[CH2:13][C:12]=3[CH:11]=[C:10]([C:29]3[CH:34]=[CH:33][CH:32]=[CH:31][CH:30]=3)[CH:9]=2)[CH:5]=[CH:6][CH:7]=1.[CH3:35][NH2:36], predict the reaction product. The product is: [F:1][C:2]1[CH:3]=[C:4]([C:8]2[C:16]3[O:15][CH:14]([CH2:17][NH:36][CH3:35])[CH2:13][C:12]=3[CH:11]=[C:10]([C:29]3[CH:34]=[CH:33][CH:32]=[CH:31][CH:30]=3)[CH:9]=2)[CH:5]=[CH:6][CH:7]=1. (10) The product is: [Cl:1][C:2]1[CH:3]=[C:4]([CH:10]([C:18]2[NH:22][C:21]([C:23]3[CH:28]=[CH:27][CH:26]=[CH:25][N:24]=3)=[N:20][CH:19]=2)[CH2:11][CH:12]2[CH2:13][CH2:14][O:15][CH2:16][CH2:17]2)[CH:5]=[CH:6][C:7]=1[S:32]([CH3:36])(=[O:34])=[O:31]. Given the reactants [Cl:1][C:2]1[CH:3]=[C:4](/[C:10](/[C:18]2[NH:22][C:21]([C:23]3[CH:28]=[CH:27][CH:26]=[CH:25][N:24]=3)=[N:20][C:19]=2I)=[CH:11]\[CH:12]2[CH2:17][CH2:16][O:15][CH2:14][CH2:13]2)[CH:5]=[CH:6][C:7]=1SC.O[O:31][S:32]([O-:34])=O.[K+].[C:36](=O)([O-])O.[Na+].C1(SC2C=CC=CC=2)C=CC=CC=1, predict the reaction product.